From a dataset of Forward reaction prediction with 1.9M reactions from USPTO patents (1976-2016). Predict the product of the given reaction. (1) Given the reactants [CH3:1][O:2][C:3]([C:5]1[S:12][C:11]2[CH:10]=[C:9]([C:13]3[CH:14]=[C:15]4[C:20](=[CH:21][CH:22]=3)[N:19]=[C:18](Cl)[CH:17]=[CH:16]4)[NH:8][C:7]=2[CH:6]=1)=[O:4].[CH3:24][C:25]1[S:26][C:27](B2OC(C)(C)C(C)(C)O2)=[C:28]([CH3:30])[N:29]=1.[O-]P([O-])([O-])=O.[K+].[K+].[K+], predict the reaction product. The product is: [CH3:1][O:2][C:3]([C:5]1[S:12][C:11]2[CH:10]=[C:9]([C:13]3[CH:14]=[C:15]4[C:20](=[CH:21][CH:22]=3)[N:19]=[C:18]([C:27]3[S:26][C:25]([CH3:24])=[N:29][C:28]=3[CH3:30])[CH:17]=[CH:16]4)[NH:8][C:7]=2[CH:6]=1)=[O:4]. (2) Given the reactants OC1C(C)=C(O)C=CC=1C=O.[Si](Cl)(C(C)(C)C)(C)C.C(N(CC)C(C)C)(C)C.[Si]([O:36][C:37]1[C:44]([CH3:45])=[C:43]([O:46][Si:47]([C:50]([CH3:53])([CH3:52])[CH3:51])([CH3:49])[CH3:48])[CH:42]=[CH:41][C:38]=1[CH:39]=[O:40])(C(C)(C)C)(C)C, predict the reaction product. The product is: [Si:47]([O:46][C:43]1[CH:42]=[CH:41][C:38]([CH:39]=[O:40])=[C:37]([OH:36])[C:44]=1[CH3:45])([C:50]([CH3:53])([CH3:52])[CH3:51])([CH3:48])[CH3:49]. (3) Given the reactants [F:1][C:2]1[CH:7]=[CH:6][CH:5]=[CH:4][C:3]=1[N:8]1[C:12]([CH2:13][CH2:14][CH2:15][CH2:16][O:17][CH3:18])=[C:11]([C:19]([N:21]([CH2:37][CH:38]([CH3:40])[CH3:39])[C@H:22]2[CH2:27][C@@H:26]([CH2:28][OH:29])[CH2:25][N:24](C(OC(C)(C)C)=O)[CH2:23]2)=[O:20])[N:10]=[N:9]1.[ClH:41].CO, predict the reaction product. The product is: [ClH:41].[F:1][C:2]1[CH:7]=[CH:6][CH:5]=[CH:4][C:3]=1[N:8]1[C:12]([CH2:13][CH2:14][CH2:15][CH2:16][O:17][CH3:18])=[C:11]([C:19]([N:21]([C@H:22]2[CH2:27][C@@H:26]([CH2:28][OH:29])[CH2:25][NH:24][CH2:23]2)[CH2:37][CH:38]([CH3:40])[CH3:39])=[O:20])[N:10]=[N:9]1. (4) Given the reactants Cl[CH2:2][CH2:3][CH2:4][CH2:5][S:6]([NH:9][CH3:10])(=[O:8])=[O:7].[I-].[Na+].[C-:13]#[N:14].[Na+], predict the reaction product. The product is: [C:13]([CH2:2][CH2:3][CH2:4][CH2:5][S:6]([NH:9][CH3:10])(=[O:8])=[O:7])#[N:14]. (5) Given the reactants [F:1][C:2]([F:28])([F:27])[C:3]1[N:8]=[C:7]([S:9]([CH:12]([CH:14]2[CH2:19][CH2:18][N:17]([C:20]([O:22][C:23]([CH3:26])([CH3:25])[CH3:24])=[O:21])[CH2:16][CH2:15]2)[CH3:13])(=[O:11])=[O:10])[CH:6]=[CH:5][CH:4]=1.[CH3:29][Si]([N-][Si](C)(C)C)(C)C.[Na+].CI, predict the reaction product. The product is: [CH3:13][C:12]([CH:14]1[CH2:15][CH2:16][N:17]([C:20]([O:22][C:23]([CH3:24])([CH3:26])[CH3:25])=[O:21])[CH2:18][CH2:19]1)([S:9]([C:7]1[CH:6]=[CH:5][CH:4]=[C:3]([C:2]([F:1])([F:27])[F:28])[N:8]=1)(=[O:10])=[O:11])[CH3:29].